From a dataset of Catalyst prediction with 721,799 reactions and 888 catalyst types from USPTO. Predict which catalyst facilitates the given reaction. (1) Reactant: [CH3:1][N:2]([CH3:34])[C:3]1[CH:8]=[CH:7][C:6]([CH2:9][N:10]([C:25]2[CH:30]=[CH:29][C:28]([CH:31]([CH3:33])[CH3:32])=[CH:27][CH:26]=2)[C:11]([CH:13]2[C:22]3[C:17](=[CH:18][CH:19]=[C:20]([O:23]C)[CH:21]=3)[CH2:16][CH2:15][CH2:14]2)=[O:12])=[CH:5][CH:4]=1.B(Br)(Br)Br. Product: [CH3:1][N:2]([CH3:34])[C:3]1[CH:8]=[CH:7][C:6]([CH2:9][N:10]([C:25]2[CH:26]=[CH:27][C:28]([CH:31]([CH3:32])[CH3:33])=[CH:29][CH:30]=2)[C:11]([CH:13]2[C:22]3[C:17](=[CH:18][CH:19]=[C:20]([OH:23])[CH:21]=3)[CH2:16][CH2:15][CH2:14]2)=[O:12])=[CH:5][CH:4]=1. The catalyst class is: 2. (2) Reactant: C([O:3][C:4](=[O:28])[CH2:5][C:6]([CH3:27])([CH2:9][C:10]1[CH:15]=[CH:14][C:13]([O:16][CH2:17][CH2:18][CH2:19][NH:20][C:21]2[CH:26]=[CH:25][CH:24]=[CH:23][N:22]=2)=[CH:12][CH:11]=1)[CH:7]=[CH2:8])C.[OH-].[Na+].CO. Product: [CH3:27][C:6]([CH2:9][C:10]1[CH:15]=[CH:14][C:13]([O:16][CH2:17][CH2:18][CH2:19][NH:20][C:21]2[CH:26]=[CH:25][CH:24]=[CH:23][N:22]=2)=[CH:12][CH:11]=1)([CH:7]=[CH2:8])[CH2:5][C:4]([OH:28])=[O:3]. The catalyst class is: 6.